From a dataset of Full USPTO retrosynthesis dataset with 1.9M reactions from patents (1976-2016). Predict the reactants needed to synthesize the given product. (1) The reactants are: [CH:1]1([CH:7]([O:20][CH3:21])[C:8]2[CH:13]=[CH:12][C:11]([C:14]([F:17])([F:16])[F:15])=[CH:10][C:9]=2[CH2:18][OH:19])[CH2:6][CH2:5][CH2:4][CH2:3][CH2:2]1.CC(OI1(OC(C)=O)(OC(C)=O)OC(=O)C2C=CC=CC1=2)=O.[OH-].[Na+]. Given the product [CH:1]1([CH:7]([O:20][CH3:21])[C:8]2[CH:13]=[CH:12][C:11]([C:14]([F:16])([F:17])[F:15])=[CH:10][C:9]=2[CH:18]=[O:19])[CH2:6][CH2:5][CH2:4][CH2:3][CH2:2]1, predict the reactants needed to synthesize it. (2) The reactants are: Cl[C:2]1[N:7]=[C:6]([C:8]2[CH:9]=[C:10]([CH:21]=[CH:22][CH:23]=2)[CH2:11][N:12]2[CH2:17][CH2:16][NH:15][CH2:14][CH:13]2[C:18]([OH:20])=[O:19])[CH:5]=[CH:4][N:3]=1.[NH2:24][CH2:25][CH2:26][C:27]1[CH:32]=[CH:31][C:30]([OH:33])=[CH:29][CH:28]=1. Given the product [OH:33][C:30]1[CH:31]=[CH:32][C:27]([CH2:26][CH2:25][NH:24][C:2]2[N:7]=[C:6]([C:8]3[CH:9]=[C:10]([CH:21]=[CH:22][CH:23]=3)[CH2:11][N:12]3[CH2:17][CH2:16][NH:15][CH2:14][CH:13]3[C:18]([OH:20])=[O:19])[CH:5]=[CH:4][N:3]=2)=[CH:28][CH:29]=1, predict the reactants needed to synthesize it. (3) Given the product [CH:1]1([C:4]2[N:8]([CH3:9])[C:7]3[CH:10]=[C:11]([N:14]4[CH:19]=[CH:18][C:17]([O:20][CH2:29][C:26]5[S:27][CH:28]=[C:24]([CH2:23][F:22])[N:25]=5)=[CH:16][C:15]4=[O:21])[CH:12]=[CH:13][C:6]=3[N:5]=2)[CH2:2][CH2:3]1, predict the reactants needed to synthesize it. The reactants are: [CH:1]1([C:4]2[N:8]([CH3:9])[C:7]3[CH:10]=[C:11]([N:14]4[CH:19]=[CH:18][C:17]([OH:20])=[CH:16][C:15]4=[O:21])[CH:12]=[CH:13][C:6]=3[N:5]=2)[CH2:3][CH2:2]1.[F:22][CH2:23][C:24]1[N:25]=[C:26]([CH2:29]O)[S:27][CH:28]=1.C1(P(C2C=CC=CC=2)C2C=CC=CC=2)C=CC=CC=1.N(C(OCCOC)=O)=NC(OCCOC)=O. (4) Given the product [CH2:22]([O:21][C:18]1[C:19]2[O:20][C:6](=[O:7])[NH:13][C:14]=2[CH:15]=[C:16]([CH:24]2[C:29]([C:30]3[CH:35]=[CH:34][CH:33]=[CH:32][CH:31]=3)=[C:28]([C:36]3[CH:41]=[CH:40][CH:39]=[CH:38][CH:37]=3)[NH:27][C:26](=[O:42])[NH:25]2)[CH:17]=1)[CH3:23], predict the reactants needed to synthesize it. The reactants are: C1N=CN([C:6](N2C=NC=C2)=[O:7])C=1.[NH2:13][C:14]1[CH:15]=[C:16]([CH:24]2[C:29]([C:30]3[CH:35]=[CH:34][CH:33]=[CH:32][CH:31]=3)=[C:28]([C:36]3[CH:41]=[CH:40][CH:39]=[CH:38][CH:37]=3)[NH:27][C:26](=[O:42])[NH:25]2)[CH:17]=[C:18]([O:21][CH2:22][CH3:23])[C:19]=1[OH:20].O. (5) Given the product [F:3][C:4]([F:20])([F:21])[C:5]([NH:7][C@H:8]1[C:16]2[C:11](=[CH:12][CH:13]=[C:14]([O:17][CH3:18])[CH:15]=2)[C@@H:10]([OH:19])[CH2:9]1)=[O:6], predict the reactants needed to synthesize it. The reactants are: [BH4-].[Na+].[F:3][C:4]([F:21])([F:20])[C:5]([NH:7][CH:8]1[C:16]2[C:11](=[CH:12][CH:13]=[C:14]([O:17][CH3:18])[CH:15]=2)[C:10](=[O:19])[CH2:9]1)=[O:6]. (6) Given the product [N:21]1([CH2:17][C:16]2[CH:19]=[CH:20][C:13]([N:10]3[CH2:11][CH2:12][CH:7]([N:1]4[CH2:6][CH2:5][CH2:4][CH2:3][CH2:2]4)[CH2:8][CH2:9]3)=[CH:14][CH:15]=2)[CH2:26][CH2:25][CH2:24][CH2:23][CH2:22]1, predict the reactants needed to synthesize it. The reactants are: [N:1]1([CH:7]2[CH2:12][CH2:11][N:10]([C:13]3[CH:20]=[CH:19][C:16]([CH:17]=O)=[CH:15][CH:14]=3)[CH2:9][CH2:8]2)[CH2:6][CH2:5][CH2:4][CH2:3][CH2:2]1.[NH:21]1[CH2:26][CH2:25][CH2:24][CH2:23][CH2:22]1. (7) Given the product [CH:25]1([NH:30][C:10](=[O:12])[C@H:9]([NH:8][C:6](=[O:7])[O:5][C:1]([CH3:2])([CH3:3])[CH3:4])[CH:13]([CH3:15])[CH3:14])[CH2:26][CH2:27][CH2:28][CH2:29]1, predict the reactants needed to synthesize it. The reactants are: [C:1]([O:5][C:6]([NH:8][C@H:9]([CH:13]([CH3:15])[CH3:14])[C:10]([OH:12])=O)=[O:7])([CH3:4])([CH3:3])[CH3:2].CN(C(ON1N=N[C:26]2[CH:27]=[CH:28][CH:29]=[N:30][C:25]1=2)=[N+](C)C)C.F[P-](F)(F)(F)(F)F.C1(N)CCCC1.CCN(CC)CC.